This data is from Reaction yield outcomes from USPTO patents with 853,638 reactions. The task is: Predict the reaction yield, written as a fraction of the theoretical maximum amount of product (1.0 means a 100% yield; for example, 0.34 means a 34% yield). The reactants are Cl[C:2]1[N:7]=[N:6][C:5]([CH3:8])=[C:4]([O:9][C:10]2[C:11]([NH2:16])=[N:12][CH:13]=[CH:14][CH:15]=2)[CH:3]=1.C([O-])=O.[NH4+]. The catalyst is [Pd].CO. The product is [CH3:8][C:5]1[N:6]=[N:7][CH:2]=[CH:3][C:4]=1[O:9][C:10]1[C:11]([NH2:16])=[N:12][CH:13]=[CH:14][CH:15]=1. The yield is 0.720.